Predict the reactants needed to synthesize the given product. From a dataset of Full USPTO retrosynthesis dataset with 1.9M reactions from patents (1976-2016). Given the product [Br:1][C:2]1[CH:3]=[C:4]([C:8]2[NH:12][N:11]=[CH:10][C:9]=2[NH:21][C:22]([C:24]2[CH:25]=[N:26][N:27]3[CH:32]=[CH:31][CH:30]=[N:29][C:28]=23)=[O:23])[CH:5]=[CH:6][CH:7]=1, predict the reactants needed to synthesize it. The reactants are: [Br:1][C:2]1[CH:3]=[C:4]([C:8]2[N:12](CCOC[Si](C)(C)C)[N:11]=[CH:10][C:9]=2[NH:21][C:22]([C:24]2[CH:25]=[N:26][N:27]3[CH:32]=[CH:31][CH:30]=[N:29][C:28]=23)=[O:23])[CH:5]=[CH:6][CH:7]=1.Cl.